From a dataset of Catalyst prediction with 721,799 reactions and 888 catalyst types from USPTO. Predict which catalyst facilitates the given reaction. (1) Reactant: [Cl:1][CH2:2][C:3]1[N:11]=[C:10]2[C:6]([N:7]([CH3:13])[C:8]([CH3:12])=[N:9]2)=[C:5](N)[N:4]=1.N([O-])=[O:16].[Na+].O. Product: [Cl:1][CH2:2][C:3]1[NH:4][C:5](=[O:16])[C:6]2[N:7]([CH3:13])[C:8]([CH3:12])=[N:9][C:10]=2[N:11]=1. The catalyst class is: 15. (2) Reactant: C(N(CC)CC)C.[Cl:8][C:9]1[C:10]([N:15]2[CH2:20][CH2:19][N:18]([CH2:21][CH2:22][NH:23][CH3:24])[CH2:17][CH2:16]2)=[N:11][CH:12]=[CH:13][N:14]=1.Cl.[N:26]1[CH:31]=[CH:30][CH:29]=[C:28]([S:32](Cl)(=[O:34])=[O:33])[CH:27]=1. Product: [Cl:8][C:9]1[C:10]([N:15]2[CH2:16][CH2:17][N:18]([CH2:21][CH2:22][N:23]([CH3:24])[S:32]([C:28]3[CH:27]=[N:26][CH:31]=[CH:30][CH:29]=3)(=[O:34])=[O:33])[CH2:19][CH2:20]2)=[N:11][CH:12]=[CH:13][N:14]=1. The catalyst class is: 503. (3) Reactant: [F:1][C:2]1[CH:3]=[C:4]([C:9]2[N:14]=[C:13]3[C:15]([CH2:18]C(O)=O)=[CH:16][O:17][C:12]3=[CH:11][CH:10]=2)[CH:5]=[C:6]([F:8])[CH:7]=1.C(Cl)(=O)[C:23](Cl)=[O:24].[N-]=[N+]=[N-].[Na+].B(Cl)(Cl)Cl.C[N:37]([CH:39]=[O:40])C. Product: [NH4+:14].[OH-:17].[F:8][C:6]1[CH:5]=[C:4]([C:9]2[N:14]=[C:13]3[C:15]([CH2:18][NH:37][C:39](=[O:40])[O:24][CH3:23])=[CH:16][O:17][C:12]3=[CH:11][CH:10]=2)[CH:3]=[C:2]([F:1])[CH:7]=1. The catalyst class is: 61. (4) Reactant: [Cl:1][CH2:2][CH2:3][NH:4][C:5]([CH3:16])([CH3:15])[CH2:6][CH2:7][C:8](OC(C)(C)C)=[O:9].FC(F)(F)C(O)=O.Cl.CN(C)CCCN=C=NCC.O.OC1C2N=NNC=2C=CC=1.C(N(C(C)C)CC)(C)C. Product: [Cl:1][CH2:2][CH2:3][N:4]1[C:5]([CH3:16])([CH3:15])[CH2:6][CH2:7][C:8]1=[O:9]. The catalyst class is: 4. (5) Reactant: C[O:2][C:3](=[O:23])[C:4]1[CH:9]=[C:8]([O:10][C:11]2[CH:16]=[CH:15][CH:14]=[CH:13][C:12]=2[NH2:17])[CH:7]=[CH:6][C:5]=1[NH:18][C:19](=[O:22])[CH2:20][CH3:21].[C:24]1([N:30]=[C:31]=[O:32])[CH:29]=[CH:28][CH:27]=[CH:26][CH:25]=1. Product: [C:24]1([NH:30][C:31](=[O:32])[NH:17][C:12]2[CH:13]=[CH:14][CH:15]=[CH:16][C:11]=2[O:10][C:8]2[CH:7]=[CH:6][C:5]([NH:18][C:19](=[O:22])[CH2:20][CH3:21])=[C:4]([CH:9]=2)[C:3]([OH:2])=[O:23])[CH:29]=[CH:28][CH:27]=[CH:26][CH:25]=1. The catalyst class is: 2. (6) Reactant: [Cl:1][C:2]1[CH:3]=[C:4]([F:19])[C:5]([CH:8](C(OCC)=O)[C:9]([O:11][CH2:12][CH3:13])=[O:10])=[N:6][CH:7]=1.CS(C)=O.[Cl-].[Na+]. Product: [Cl:1][C:2]1[CH:3]=[C:4]([F:19])[C:5]([CH2:8][C:9]([O:11][CH2:12][CH3:13])=[O:10])=[N:6][CH:7]=1. The catalyst class is: 6. (7) Reactant: FC(F)(F)C(O)=O.[F:8][C:9]1[C:14]([F:15])=[CH:13][CH:12]=[CH:11][C:10]=1[C@H:16]1[CH2:22][N:21]([CH2:23][CH2:24][S:25]([CH3:27])=[O:26])[C:20](=[O:28])[C@H:19]([NH:29]C(=O)OC(C)(C)C)[CH2:18][CH2:17]1. Product: [NH2:29][C@@H:19]1[CH2:18][CH2:17][C@@H:16]([C:10]2[CH:11]=[CH:12][CH:13]=[C:14]([F:15])[C:9]=2[F:8])[CH2:22][N:21]([CH2:23][CH2:24][S:25]([CH3:27])=[O:26])[C:20]1=[O:28]. The catalyst class is: 4. (8) Reactant: [CH3:1][O:2][C:3]1[CH:4]=[C:5]([CH:8]=[CH:9][CH:10]=1)[CH:6]=[O:7].[Br:11]Br.O. Product: [Br:11][C:8]1[CH:9]=[CH:10][C:3]([O:2][CH3:1])=[CH:4][C:5]=1[CH:6]=[O:7]. The catalyst class is: 15. (9) Product: [Br:1][C:2]1[CH:3]=[C:4]([F:12])[C:5]([CH2:10][Br:13])=[CH:6][C:7]=1[O:8][CH3:9]. Reactant: [Br:1][C:2]1[C:7]([O:8][CH3:9])=[CH:6][C:5]([CH2:10]O)=[C:4]([F:12])[CH:3]=1.[BrH:13].O. The catalyst class is: 15. (10) Reactant: [F:1][C:2]([F:7])([CH2:5][OH:6])[CH2:3][OH:4].[CH2:8]([O:15][CH2:16][CH:17]=O)[C:9]1[CH:14]=[CH:13][CH:12]=[CH:11][CH:10]=1.O.C1(C)C=CC(S(O)(=O)=O)=CC=1. Product: [CH2:8]([O:15][CH2:16][CH:17]1[O:6][CH2:5][C:2]([F:7])([F:1])[CH2:3][O:4]1)[C:9]1[CH:14]=[CH:13][CH:12]=[CH:11][CH:10]=1. The catalyst class is: 11.